Task: Predict the reactants needed to synthesize the given product.. Dataset: Full USPTO retrosynthesis dataset with 1.9M reactions from patents (1976-2016) (1) The reactants are: [NH2:1][C:2]1[CH:11]=[C:10]([C:12]2[CH:17]=[CH:16][CH:15]=[CH:14][CH:13]=2)[C:9]2[C:4](=[CH:5][C:6]([S:18][C:19]3[CH:20]=[C:21]([C:25]4(C#N)[CH2:30][CH2:29][O:28][CH2:27][CH2:26]4)[CH:22]=[CH:23][CH:24]=3)=[CH:7][CH:8]=2)[N:3]=1.Cl[CH2:34][CH:35]=O.[O:37]1CCOCC1. Given the product [C:12]1([C:10]2[C:9]3[C:4](=[CH:5][C:6]([S:18][C:19]4[CH:20]=[C:21]([C:25]5([OH:37])[CH2:30][CH2:29][O:28][CH2:27][CH2:26]5)[CH:22]=[CH:23][CH:24]=4)=[CH:7][CH:8]=3)[N:3]3[CH:34]=[CH:35][N:1]=[C:2]3[CH:11]=2)[CH:13]=[CH:14][CH:15]=[CH:16][CH:17]=1, predict the reactants needed to synthesize it. (2) The reactants are: [N+:1]([O-:4])([OH:3])=O.[N+:5]([C:8]1[N:9]=[CH:10][NH:11][CH:12]=1)([O-:7])=[O:6].C(OC(=O)C)(=O)C. Given the product [N+:1]([N:11]1[CH:12]=[C:8]([N+:5]([O-:7])=[O:6])[N:9]=[CH:10]1)([O-:4])=[O:3], predict the reactants needed to synthesize it. (3) The reactants are: [CH3:1][O:2][N:3]([CH3:18])[C:4]([C:6]1[C:14]2[C:9](=[CH:10][CH:11]=[C:12]([N+:15]([O-:17])=[O:16])[CH:13]=2)[NH:8][N:7]=1)=[O:5].[CH3:19][Si:20]([CH2:23][CH2:24][O:25][CH2:26]Cl)([CH3:22])[CH3:21].C(N(C(C)C)CC)(C)C.O. Given the product [CH3:1][O:2][N:3]([CH3:18])[C:4]([C:6]1[C:14]2[C:9](=[CH:10][CH:11]=[C:12]([N+:15]([O-:17])=[O:16])[CH:13]=2)[N:8]([CH2:26][O:25][CH2:24][CH2:23][Si:20]([CH3:22])([CH3:21])[CH3:19])[N:7]=1)=[O:5], predict the reactants needed to synthesize it. (4) Given the product [Cl:11][CH2:12][CH2:13][CH2:14][N:7]1[C:6]2[CH:10]=[C:2]([Cl:1])[CH:3]=[CH:4][C:5]=2[N:9]=[N:8]1, predict the reactants needed to synthesize it. The reactants are: [Cl:1][C:2]1[CH:3]=[CH:4][C:5]2[N:9]=[N:8][NH:7][C:6]=2[CH:10]=1.[Cl:11][CH2:12][CH2:13][CH2:14]Br. (5) Given the product [ClH:1].[ClH:1].[NH2:20][CH2:19][C:18]1[CH:17]=[C:16]([C:13]2[CH:14]=[C:15]3[C:10](=[CH:11][CH:12]=2)[N:9]=[CH:8][N:7]=[C:6]3[NH:5][CH:2]2[CH2:3][CH2:4]2)[CH:30]=[CH:29][CH:28]=1, predict the reactants needed to synthesize it. The reactants are: [ClH:1].[CH:2]1([NH:5][C:6]2[C:15]3[C:10](=[CH:11][CH:12]=[C:13]([C:16]4[CH:17]=[C:18]([CH:28]=[CH:29][CH:30]=4)[CH2:19][NH:20]C(=O)OC(C)(C)C)[CH:14]=3)[N:9]=[CH:8][N:7]=2)[CH2:4][CH2:3]1. (6) Given the product [C:1]([O:5][C:6](=[O:24])[NH:7][C:8]1[C:9]([N+:21]([O-:23])=[O:22])=[CH:10][C:11]([C:27]2[CH:28]=[CH:29][CH:30]=[CH:31][C:26]=2[F:25])=[C:12]([O:14][CH2:15][C:16]([F:19])([F:18])[F:17])[CH:13]=1)([CH3:4])([CH3:3])[CH3:2], predict the reactants needed to synthesize it. The reactants are: [C:1]([O:5][C:6](=[O:24])[NH:7][C:8]1[CH:13]=[C:12]([O:14][CH2:15][C:16]([F:19])([F:18])[F:17])[C:11](I)=[CH:10][C:9]=1[N+:21]([O-:23])=[O:22])([CH3:4])([CH3:3])[CH3:2].[F:25][C:26]1[CH:31]=[CH:30][CH:29]=[CH:28][C:27]=1B(O)O. (7) Given the product [CH:16]1([C:13]2[CH:14]=[CH:15][C:10]([O:9][C:6]3[C:5](=[O:19])[N:4]([C:20]4[CH:25]=[CH:24][C:23]([O:26][CH2:27][CH2:28][O:29][CH:30]5[CH2:35][CH2:34][CH2:33][CH2:32][O:31]5)=[C:22]([O:36][CH3:37])[CH:21]=4)[CH2:1][CH:2]=3)=[CH:11][CH:12]=2)[CH2:17][CH2:18]1, predict the reactants needed to synthesize it. The reactants are: [CH2:1]([N:4]([C:20]1[CH:25]=[CH:24][C:23]([O:26][CH2:27][CH2:28][O:29][CH:30]2[CH2:35][CH2:34][CH2:33][CH2:32][O:31]2)=[C:22]([O:36][CH3:37])[CH:21]=1)[C:5](=[O:19])[C:6]([O:9][C:10]1[CH:15]=[CH:14][C:13]([CH:16]2[CH2:18][CH2:17]2)=[CH:12][CH:11]=1)=CC)[CH:2]=C.